From a dataset of Reaction yield outcomes from USPTO patents with 853,638 reactions. Predict the reaction yield, written as a fraction of the theoretical maximum amount of product (1.0 means a 100% yield; for example, 0.34 means a 34% yield). (1) The reactants are [CH3:1][O:2][C:3]1[CH:4]=[C:5]2[C:10](=[CH:11][C:12]=1[O:13][CH3:14])[N:9]=[CH:8][CH:7]=[C:6]2[O:15][C:16]1[CH:17]=[CH:18][C:19]([NH2:22])=[N:20][CH:21]=1.[C:23]1([N:29]=[C:30]=[O:31])[CH:28]=[CH:27][CH:26]=[CH:25][CH:24]=1.C(OCC)(=O)C.O. The yield is 0.730. The product is [CH3:1][O:2][C:3]1[CH:4]=[C:5]2[C:10](=[CH:11][C:12]=1[O:13][CH3:14])[N:9]=[CH:8][CH:7]=[C:6]2[O:15][C:16]1[CH:17]=[CH:18][C:19]([NH:22][C:30]([NH:29][C:23]2[CH:28]=[CH:27][CH:26]=[CH:25][CH:24]=2)=[O:31])=[N:20][CH:21]=1. The catalyst is CN(C)C=O.CO. (2) The reactants are [CH3:1][O:2][C:3]([C:5]1[C:10]([F:11])=[CH:9][C:8](F)=[CH:7][N:6]=1)=[O:4].[CH3:13][N:14]1[CH:18]=[CH:17][C:16]([NH:19][C:20]([C:22]2[CH:32]=[C:31]([OH:33])[C:25]3[CH2:26][C:27]([CH3:30])([CH3:29])[O:28][C:24]=3[CH:23]=2)=[O:21])=[N:15]1.C([O-])([O-])=O.[Cs+].[Cs+]. The catalyst is CN(C=O)C. The product is [CH3:1][O:2][C:3]([C:5]1[C:10]([F:11])=[CH:9][C:8]([O:33][C:31]2[C:25]3[CH2:26][C:27]([CH3:29])([CH3:30])[O:28][C:24]=3[CH:23]=[C:22]([C:20](=[O:21])[NH:19][C:16]3[CH:17]=[CH:18][N:14]([CH3:13])[N:15]=3)[CH:32]=2)=[CH:7][N:6]=1)=[O:4]. The yield is 0.570. (3) The reactants are O[C:2]([C:7]1[CH:20]=[C:19]2[C:10]([C:11]3[C:12]([CH3:36])=[CH:13][C:14]([OH:35])=[CH:15][C:16]=3[CH:17]=[C:18]2[C:21]2[CH:26]=[CH:25][C:24]([O:27][CH2:28][CH2:29][N:30]3[CH2:34][CH2:33][CH2:32][CH2:31]3)=[CH:23][CH:22]=2)=[CH:9][CH:8]=1)([CH3:6])[CH:3]([CH3:5])[CH3:4].[C:37]([O-])(O)=O.[Na+]. The catalyst is C(O)(=O)C.OS(O)(=O)=O. The product is [CH3:6][C:2]([C:7]1[CH:20]=[C:19]2[C:10]([C:11]3[C:12]([CH3:36])=[CH:13][C:14]([OH:35])=[CH:15][C:16]=3[CH:17]=[C:18]2[C:21]2[CH:22]=[CH:23][C:24]([O:27][CH2:28][CH2:29][N:30]3[CH2:37][CH2:34][CH2:33][CH2:32][CH2:31]3)=[CH:25][CH:26]=2)=[CH:9][CH:8]=1)=[C:3]([CH3:4])[CH3:5]. The yield is 0.850. (4) The yield is 0.920. The product is [CH3:23][N:2]1[C:3](/[C:4](=[N:11]\[O:12][CH2:13][N:14]2[CH:18]=[CH:17][C:16]([N+:19]([O-:21])=[O:20])=[N:15]2)/[C:5]2[CH:10]=[CH:9][CH:8]=[CH:7][CH:6]=2)=[N:22][C:24](=[O:25])[O:1]1. The reactants are [OH:1][N:2]([CH3:23])[C:3](=[NH:22])/[C:4](=[N:11]\[O:12][CH2:13][N:14]1[CH:18]=[CH:17][C:16]([N+:19]([O-:21])=[O:20])=[N:15]1)/[C:5]1[CH:10]=[CH:9][CH:8]=[CH:7][CH:6]=1.[C:24](N1C=CN=C1)(N1C=CN=C1)=[O:25]. The catalyst is CN(C=O)C. (5) The reactants are [C:1](=[O:13])([O:11][CH3:12])[O:2][C:3]1[CH:8]=[CH:7][C:6]([Br:9])=[CH:5][C:4]=1[CH3:10].OS(O)(=O)=O.[N+:19]([O-])([O-:21])=[O:20].[K+]. No catalyst specified. The product is [C:1](=[O:13])([O:11][CH3:12])[O:2][C:3]1[CH:8]=[C:7]([N+:19]([O-:21])=[O:20])[C:6]([Br:9])=[CH:5][C:4]=1[CH3:10]. The yield is 0.710. (6) The reactants are [NH2:1][C:2]1[CH:3]=[C:4]([C:8]2[C:16]([C:17]3[CH:22]=[CH:21][N:20]=[C:19]([NH:23][C:24]4[CH:29]=[CH:28][CH:27]=[CH:26][CH:25]=4)[N:18]=3)=[C:11]3[CH:12]=[CH:13][CH:14]=[CH:15][N:10]3[N:9]=2)[CH:5]=[CH:6][CH:7]=1.C1N=CN(C(N2C=NC=C2)=O)C=1.[Cl:42][C:43]1[CH:44]=[C:45]([CH2:49][C:50](O)=[O:51])[CH:46]=[CH:47][CH:48]=1.CO. The catalyst is C1COCC1. The product is [Cl:42][C:43]1[CH:44]=[C:45]([CH2:49][C:50]([NH:1][C:2]2[CH:7]=[CH:6][CH:5]=[C:4]([C:8]3[C:16]([C:17]4[CH:22]=[CH:21][N:20]=[C:19]([NH:23][C:24]5[CH:29]=[CH:28][CH:27]=[CH:26][CH:25]=5)[N:18]=4)=[C:11]4[CH:12]=[CH:13][CH:14]=[CH:15][N:10]4[N:9]=3)[CH:3]=2)=[O:51])[CH:46]=[CH:47][CH:48]=1. The yield is 0.600. (7) The reactants are C[O:2][C:3](=[O:38])[C:4]1[CH:9]=[CH:8][CH:7]=[C:6]([NH:10][CH2:11][C:12](=[O:37])[CH2:13][CH2:14][N:15]2[CH2:20][CH2:19][CH:18]([O:21][C:22](=[O:36])[NH:23][C:24]3[CH:29]=[CH:28][CH:27]=[CH:26][C:25]=3[C:30]3[CH:35]=[CH:34][CH:33]=[CH:32][CH:31]=3)[CH2:17][CH2:16]2)[CH:5]=1.[OH-].[Li+].C(#N)C.Cl. The catalyst is O. The product is [C:25]1([C:30]2[CH:35]=[CH:34][CH:33]=[CH:32][CH:31]=2)[CH:26]=[CH:27][CH:28]=[CH:29][C:24]=1[NH:23][C:22]([O:21][CH:18]1[CH2:17][CH2:16][N:15]([CH2:14][CH2:13][C:12]([CH2:11][NH:10][C:6]2[CH:5]=[C:4]([CH:9]=[CH:8][CH:7]=2)[C:3]([OH:38])=[O:2])=[O:37])[CH2:20][CH2:19]1)=[O:36]. The yield is 0.870. (8) The reactants are CO[C:3](=[O:30])[CH:4]=[CH:5][C:6]1[CH:29]=[CH:28][C:9]2[N:10]([CH2:21][CH2:22][N:23]([CH2:26][CH3:27])[CH2:24][CH3:25])[C:11]([CH2:13][NH:14][C:15](=[O:20])[C:16]([CH3:19])([CH3:18])[CH3:17])=[N:12][C:8]=2[CH:7]=1.Cl.[NH2:32][OH:33].C[O-].[Na+].Cl. The catalyst is CO. The product is [CH2:26]([N:23]([CH2:24][CH3:25])[CH2:22][CH2:21][N:10]1[C:9]2[CH:28]=[CH:29][C:6]([CH:5]=[CH:4][C:3]([NH:32][OH:33])=[O:30])=[CH:7][C:8]=2[N:12]=[C:11]1[CH2:13][NH:14][C:15](=[O:20])[C:16]([CH3:19])([CH3:17])[CH3:18])[CH3:27]. The yield is 0.243.